From a dataset of Full USPTO retrosynthesis dataset with 1.9M reactions from patents (1976-2016). Predict the reactants needed to synthesize the given product. (1) Given the product [Cl:1][C:2]1[C:3]2[N:4]=[C:5]3[NH:6][CH2:8][CH2:9][CH2:10][N:11]3[C:12]=2[C:13]([N+:16]([O-:18])=[O:17])=[CH:14][CH:15]=1, predict the reactants needed to synthesize it. The reactants are: [Cl:1][C:2]1[CH:15]=[CH:14][C:13]([N+:16]([O-:18])=[O:17])=[CH:12][C:3]=1[N:4]=[C:5]1[NH:11][CH2:10][CH2:9][CH2:8]C[NH:6]1.CC(C)([O-])C.[K+]. (2) Given the product [NH:13]1[C:14]2[CH:19]=[CH:18][CH:17]=[CH:16][C:15]=2[N:11]=[C:12]1[C@@H:8]([NH:9][C:10]([NH:30][CH:28]1[CH2:29][C:24]([CH3:33])([CH3:23])[NH:25][C:26]([CH3:32])([CH3:31])[CH2:27]1)=[O:20])[CH2:7][C:6]1[CH:5]=[CH:4][C:3]([O:2][CH3:1])=[CH:22][CH:21]=1, predict the reactants needed to synthesize it. The reactants are: [CH3:1][O:2][C:3]1[CH:22]=[CH:21][C:6]([CH2:7][C@H:8]2[C:12]3=[N:13][C:14]4[CH:19]=[CH:18][CH:17]=[CH:16][C:15]=4[N:11]3[C:10](=[O:20])[NH:9]2)=[CH:5][CH:4]=1.[CH3:23][C:24]1([CH3:33])[CH2:29][CH:28]([NH2:30])[CH2:27][C:26]([CH3:32])([CH3:31])[NH:25]1. (3) Given the product [CH3:1][C:2]1([CH2:21][CH2:22][CH:23]=[O:24])[CH2:11][CH2:10][C:9]2[C:4](=[C:5]([CH3:20])[C:6]([CH3:19])=[C:7]([O:12][CH:13]3[CH2:18][CH2:17][CH2:16][CH2:15][O:14]3)[CH:8]=2)[O:3]1, predict the reactants needed to synthesize it. The reactants are: [CH3:1][C:2]1([CH2:21][CH2:22][CH2:23][OH:24])[CH2:11][CH2:10][C:9]2[C:4](=[C:5]([CH3:20])[C:6]([CH3:19])=[C:7]([O:12][CH:13]3[CH2:18][CH2:17][CH2:16][CH2:15][O:14]3)[CH:8]=2)[O:3]1.[Cr](Cl)([O-])(=O)=O.[NH+]1C=CC=CC=1. (4) Given the product [OH:11][C:12]1[C:13](=[O:45])[N:14]([C:38]2[N:39]=[N:40][C:41]([CH3:44])=[CH:42][CH:43]=2)[C@H:15]([C:28]2[CH:33]=[CH:32][C:31]([C:34]([F:36])([F:37])[F:35])=[CH:30][CH:29]=2)[C:16]=1[C:17](=[O:27])[C:18]1[CH:23]=[CH:22][C:21]([CH:24]([CH3:26])[CH3:25])=[CH:20][CH:19]=1, predict the reactants needed to synthesize it. The reactants are: COC(=O)[C@H]([O:11][C:12]1[C:13](=[O:45])[N:14]([C:38]2[N:39]=[N:40][C:41]([CH3:44])=[CH:42][CH:43]=2)[C@H:15]([C:28]2[CH:33]=[CH:32][C:31]([C:34]([F:37])([F:36])[F:35])=[CH:30][CH:29]=2)[C:16]=1[C:17](=[O:27])[C:18]1[CH:23]=[CH:22][C:21]([CH:24]([CH3:26])[CH3:25])=[CH:20][CH:19]=1)C1C=CC=CC=1. (5) Given the product [F:1][C:2]1[CH:7]=[C:6]([S:8]([CH3:11])(=[O:9])=[O:10])[CH:5]=[C:4]([F:12])[C:3]=1[NH:13][C@H:14]1[CH2:19][CH2:18][CH2:17][N:16]([CH:20]2[CH2:21][CH2:22][N:23]([C:26]3[N:29]=[C:31]([CH:32]([CH3:34])[CH3:33])[O:28][N:27]=3)[CH2:24][CH2:25]2)[C:15]1=[O:30], predict the reactants needed to synthesize it. The reactants are: [F:1][C:2]1[CH:7]=[C:6]([S:8]([CH3:11])(=[O:10])=[O:9])[CH:5]=[C:4]([F:12])[C:3]=1[NH:13][C@H:14]1[CH2:19][CH2:18][CH2:17][N:16]([CH:20]2[CH2:25][CH2:24][N:23]([C:26](=[NH:29])[NH:27][OH:28])[CH2:22][CH2:21]2)[C:15]1=[O:30].[C:31](O[C:31](=O)[CH:32]([CH3:34])[CH3:33])(=O)[CH:32]([CH3:34])[CH3:33]. (6) Given the product [C:1]([C:4]1[C:22](=[O:23])[C@@:8]2([CH3:24])[C:9]3[C:15]([OH:16])=[CH:14][C:13]([O:17][CH3:18])=[C:12]([C:19]([NH:21][CH2:26][C:27]4[CH:32]=[CH:31][CH:30]=[CH:29][C:28]=4[O:33][CH3:34])=[O:20])[C:10]=3[O:11][C:7]2=[CH:6][C:5]=1[OH:25])(=[O:3])[CH3:2], predict the reactants needed to synthesize it. The reactants are: [C:1]([C:4]1[C:22](=[O:23])[C@@:8]2([CH3:24])[C:9]3[C:15]([OH:16])=[CH:14][C:13]([O:17][CH3:18])=[C:12]([C:19]([NH2:21])=[O:20])[C:10]=3[O:11][C:7]2=[CH:6][C:5]=1[OH:25])(=[O:3])[CH3:2].[CH:26](=O)[C:27]1[C:28]([O:33][CH3:34])=[CH:29][CH:30]=[CH:31][CH:32]=1.C([SiH](CC)CC)C.FC(F)(F)C(O)=O. (7) Given the product [Cl:13][C:14]1[CH:19]=[CH:18][C:17]([N:9]2[CH2:10][C@@H:11]([CH3:12])[C@H:5]3[CH2:4][CH2:3][C@H:2]([CH3:1])[C@H:6]3[C:7]2=[O:8])=[CH:16][CH:15]=1, predict the reactants needed to synthesize it. The reactants are: [CH3:1][CH:2]1[CH:6]2[C:7]([NH:9][CH:10]=[C:11]([CH3:12])[CH:5]2[CH2:4][CH2:3]1)=[O:8].[Cl:13][C:14]1[CH:19]=[CH:18][C:17]([Bi]([C:17]2[CH:18]=[CH:19][C:14]([Cl:13])=[CH:15][CH:16]=2)[C:17]2[CH:18]=[CH:19][C:14]([Cl:13])=[CH:15][CH:16]=2)=[CH:16][CH:15]=1.C(N(CC)CC)C. (8) Given the product [Br:1][C:2]1[CH:7]=[C:6]([OH:8])[CH:5]=[C:4]([OH:10])[CH:3]=1, predict the reactants needed to synthesize it. The reactants are: [Br:1][C:2]1[CH:3]=[C:4]([O:10]C)[CH:5]=[C:6]([O:8]C)[CH:7]=1.[I-].[Na+].C[Si](Cl)(C)C. (9) Given the product [Br:1][C:2]1[CH:9]=[CH:8][C:5]([CH2:6][O:24][C:13]2[CH:18]=[C:17]([C:19]([F:22])([F:21])[F:20])[C:16]([Cl:23])=[CH:15][N:14]=2)=[CH:4][CH:3]=1, predict the reactants needed to synthesize it. The reactants are: [Br:1][C:2]1[CH:9]=[CH:8][C:5]([CH2:6]Br)=[CH:4][CH:3]=1.[H-].[Na+].Cl[C:13]1[CH:18]=[C:17]([C:19]([F:22])([F:21])[F:20])[C:16]([Cl:23])=[CH:15][N:14]=1.[O:24]1CCCC1. (10) Given the product [C:1]([O:4][C:5]([Cl:18])([C:11](=[O:14])[CH2:12][CH3:13])[C:6]([O:8][CH2:9][CH3:10])=[O:7])(=[O:3])[CH3:2], predict the reactants needed to synthesize it. The reactants are: [C:1]([O:4][CH:5]([C:11](=[O:14])[CH2:12][CH3:13])[C:6]([O:8][CH2:9][CH3:10])=[O:7])(=[O:3])[CH3:2].S(Cl)([Cl:18])(=O)=O.